From a dataset of Forward reaction prediction with 1.9M reactions from USPTO patents (1976-2016). Predict the product of the given reaction. Given the reactants [Cl:1][C:2]1[CH:12]=[CH:11][C:10]([C:13]2[CH:17]=[CH:16][N:15]([CH3:18])[N:14]=2)=[CH:9][C:3]=1[C:4]([O:6]CC)=[O:5].C[O-].[Na+], predict the reaction product. The product is: [Cl:1][C:2]1[CH:12]=[CH:11][C:10]([C:13]2[CH:17]=[CH:16][N:15]([CH3:18])[N:14]=2)=[CH:9][C:3]=1[C:4]([OH:6])=[O:5].